Dataset: Full USPTO retrosynthesis dataset with 1.9M reactions from patents (1976-2016). Task: Predict the reactants needed to synthesize the given product. (1) Given the product [CH2:1]([C:3]1[C:4]([NH:11][C@@H:12]2[C:20]3[C:15](=[CH:16][CH:17]=[CH:18][CH:19]=3)[CH2:14][C@@H:13]2[O:21][C:29](=[O:32])[CH3:30])=[N:5][C:6]([CH2:9][CH3:10])=[C:7]([I:49])[N:8]=1)[CH3:2], predict the reactants needed to synthesize it. The reactants are: [CH2:1]([C:3]1[C:4]([NH:11][C@@H:12]2[C:20]3[C:15](=[CH:16][CH:17]=[CH:18][CH:19]=3)[CH2:14][C@@H:13]2[OH:21])=[N:5][C:6]([CH2:9][CH3:10])=[CH:7][N:8]=1)[CH3:2].C(N(CC)CC)C.[C:29]([O:32]C(=O)C)(=O)[CH3:30].C(O)(=O)CC(CC(O)=O)(C(O)=O)O.[I:49]N1C(=O)CCC1=O.O.O.O.O.O.S([O-])([O-])(=O)=S.[Na+].[Na+]. (2) The reactants are: [CH:1]1[C:14]2[C:13](=[O:15])[C:12]3[C:7](=[CH:8][CH:9]=[C:10]([S:16](Cl)(=[O:18])=[O:17])[CH:11]=3)[C:6](=[O:20])[C:5]=2[CH:4]=[CH:3][C:2]=1[S:21](Cl)(=[O:23])=[O:22].[C:25]([CH:29]1[CH2:34][CH2:33][CH:32]([NH2:35])[CH2:31][CH2:30]1)([CH3:28])([CH3:27])[CH3:26].C([N:38]([CH2:41][CH3:42])CC)C. Given the product [C:25]([CH:29]1[CH2:30][CH2:31][CH:32]([NH:35][S:21]([C:2]2[CH:3]=[CH:4][C:5]3[C:6](=[O:20])[C:7]4[C:12](=[CH:11][C:10]([S:16]([NH:38][CH:41]5[CH2:42][CH2:34][CH:29]([C:25]([CH3:28])([CH3:27])[CH3:26])[CH2:30][CH2:31]5)(=[O:18])=[O:17])=[CH:9][CH:8]=4)[C:13](=[O:15])[C:14]=3[CH:1]=2)(=[O:23])=[O:22])[CH2:33][CH2:34]1)([CH3:28])([CH3:26])[CH3:27], predict the reactants needed to synthesize it. (3) The reactants are: [C:1]([O:5][C:6]([C:8]1[CH:30]=[CH:29][C:11]([O:12][C:13]2[CH:22]=[C:21]3[C:16]([CH:17]([C:23]([O:25][CH2:26][CH3:27])=[O:24])[CH2:18][CH2:19][O:20]3)=[CH:15][C:14]=2Cl)=[C:10]([N+:31]([O-:33])=[O:32])[CH:9]=1)=[O:7])([CH3:4])([CH3:3])[CH3:2].P([O-])([O-])([O-])=O.[K+].[K+].[K+].C1(P([CH:55]2[CH2:60][CH2:59]CCC2)C2CCCCC2)CCCCC1.C1(B(O)O)CC1. Given the product [C:1]([O:5][C:6]([C:8]1[CH:30]=[CH:29][C:11]([O:12][C:13]2[CH:22]=[C:21]3[C:16]([CH:17]([C:23]([O:25][CH2:26][CH3:27])=[O:24])[CH2:18][CH2:19][O:20]3)=[CH:15][C:14]=2[CH:59]2[CH2:60][CH2:55]2)=[C:10]([N+:31]([O-:33])=[O:32])[CH:9]=1)=[O:7])([CH3:4])([CH3:3])[CH3:2], predict the reactants needed to synthesize it. (4) Given the product [CH2:22]([O:21][C:17]1[CH:16]=[C:15]([CH:20]=[CH:19][CH:18]=1)[CH2:14][C:8]1[C:9]2[C:4](=[CH:3][C:2]([O:1][CH2:33][CH2:34][OH:35])=[C:11]([O:12][CH3:13])[CH:10]=2)[C:5]([CH:24]=[O:25])=[CH:6][N:7]=1)[CH3:23], predict the reactants needed to synthesize it. The reactants are: [OH:1][C:2]1[CH:3]=[C:4]2[C:9](=[CH:10][C:11]=1[O:12][CH3:13])[C:8]([CH2:14][C:15]1[CH:20]=[CH:19][CH:18]=[C:17]([O:21][CH2:22][CH3:23])[CH:16]=1)=[N:7][CH:6]=[C:5]2[CH:24]=[O:25].C(=O)([O-])[O-].[K+].[K+].Br[CH2:33][CH2:34][OH:35]. (5) Given the product [Cl:1][C:2]1[CH:9]=[C:8]([NH:11][C@@H:12]([CH2:16][C:17]([O:19][C:20]([CH3:23])([CH3:22])[CH3:21])=[O:18])[C:13]([OH:15])=[O:14])[CH:7]=[CH:6][C:3]=1[C:4]#[N:5], predict the reactants needed to synthesize it. The reactants are: [Cl:1][C:2]1[CH:9]=[C:8](F)[CH:7]=[CH:6][C:3]=1[C:4]#[N:5].[NH2:11][C@@H:12]([CH2:16][C:17]([O:19][C:20]([CH3:23])([CH3:22])[CH3:21])=[O:18])[C:13]([OH:15])=[O:14].C([O-])(O)=O.[Na+].